Dataset: Full USPTO retrosynthesis dataset with 1.9M reactions from patents (1976-2016). Task: Predict the reactants needed to synthesize the given product. (1) Given the product [Br:22][C:23]1[C:24]([CH2:31][O:32][C:33]2[CH:38]=[C:37]([O:39][C:40]([F:43])([F:41])[F:42])[CH:36]=[C:35]([Cl:44])[CH:34]=2)=[CH:25][C:26]2[N:27]([CH:1]=[N:30][N:29]=2)[CH:28]=1, predict the reactants needed to synthesize it. The reactants are: [C:1]12(COC3C(Br)=CN=C(NN)C=3)CC3CC(CC(C3)C1)C2.[Br:22][C:23]1[C:24]([CH2:31][O:32][C:33]2[CH:38]=[C:37]([O:39][C:40]([F:43])([F:42])[F:41])[CH:36]=[C:35]([Cl:44])[CH:34]=2)=[CH:25][C:26]([NH:29][NH2:30])=[N:27][CH:28]=1. (2) Given the product [O:1]1[C:6]2[CH:7]=[CH:8][C:9]([CH2:11][NH:12][CH2:13][C:14]3[CH2:15][N:16]([CH2:34][CH:32]([C:25]4[C:24]5[C:29](=[CH:30][CH:31]=[C:22]([O:21][CH3:20])[CH:23]=5)[N:28]=[CH:27][CH:26]=4)[OH:33])[CH2:17][CH2:18][CH:19]=3)=[CH:10][C:5]=2[O:4][CH2:3][CH2:2]1, predict the reactants needed to synthesize it. The reactants are: [O:1]1[C:6]2[CH:7]=[CH:8][C:9]([CH2:11][NH:12][CH2:13][C:14]3[CH2:15][NH:16][CH2:17][CH2:18][CH:19]=3)=[CH:10][C:5]=2[O:4][CH2:3][CH2:2]1.[CH3:20][O:21][C:22]1[CH:23]=[C:24]2[C:29](=[CH:30][CH:31]=1)[N:28]=[CH:27][CH:26]=[C:25]2[CH:32]1[CH2:34][O:33]1.